From a dataset of Forward reaction prediction with 1.9M reactions from USPTO patents (1976-2016). Predict the product of the given reaction. (1) Given the reactants [CH2:1]([P:6]([CH2:15][CH2:16][CH2:17][CH2:18][CH3:19])(=[O:14])[O:7][C:8]1[CH:13]=[CH:12][CH:11]=[CH:10][CH:9]=1)[CH2:2][CH2:3][CH2:4][CH3:5].P(Cl)(Cl)(OC1C=CC=CC=1[Cl:29])=O, predict the reaction product. The product is: [CH2:15]([P:6]([CH2:1][CH2:2][CH2:3][CH2:4][CH3:5])(=[O:14])[O:7][C:8]1[CH:13]=[CH:12][CH:11]=[CH:10][C:9]=1[Cl:29])[CH2:16][CH2:17][CH2:18][CH3:19]. (2) The product is: [Br-:27].[F:26][C:22]1[CH:21]=[C:20]([CH:12]([C:13]2[CH:18]=[CH:17][CH:16]=[C:15]([F:19])[CH:14]=2)[O:11][C:9]([CH:3]2[CH:4]3[CH2:5][CH2:6][N+:1]([CH2:28][C:29]([C:31]4[CH:36]=[CH:35][CH:34]=[CH:33][C:32]=4[F:37])=[O:30])([CH2:8][CH2:7]3)[CH2:2]2)=[O:10])[CH:25]=[CH:24][CH:23]=1. Given the reactants [N:1]12[CH2:8][CH2:7][CH:4]([CH2:5][CH2:6]1)[CH:3]([C:9]([O:11][CH:12]([C:20]1[CH:25]=[CH:24][CH:23]=[C:22]([F:26])[CH:21]=1)[C:13]1[CH:18]=[CH:17][CH:16]=[C:15]([F:19])[CH:14]=1)=[O:10])[CH2:2]2.[Br:27][CH2:28][C:29]([C:31]1[CH:36]=[CH:35][CH:34]=[CH:33][C:32]=1[F:37])=[O:30], predict the reaction product. (3) Given the reactants [Li+].CC([N-]C(C)C)C.[CH3:9][O:10][C:11](=[O:16])/[CH:12]=[CH:13]/[O:14][CH3:15].[C:17]1([CH2:23][CH2:24][CH2:25]C=O)[CH:22]=[CH:21][CH:20]=[CH:19][CH:18]=1.Cl, predict the reaction product. The product is: [CH3:15][O:14][C:13]1[CH:9]([CH2:25][CH2:24][CH2:23][C:17]2[CH:22]=[CH:21][CH:20]=[CH:19][CH:18]=2)[O:10][C:11](=[O:16])[CH:12]=1. (4) Given the reactants [CH3:1][O:2][C:3](=[O:34])[CH:4]=[CH:5][C:6]1[N:7]([CH2:24][C:25]2[CH:33]=[CH:32][C:28]3[O:29][CH2:30][O:31][C:27]=3[CH:26]=2)[C:8](=[O:23])[C:9]2[C:14]([C:15]=1[C:16]1[CH:21]=[CH:20][CH:19]=[CH:18][CH:17]=1)=[CH:13][C:12](Br)=[CH:11][CH:10]=2.CO, predict the reaction product. The product is: [CH3:1][O:2][C:3](=[O:34])[CH2:4][CH2:5][C:6]1[N:7]([CH2:24][C:25]2[CH:33]=[CH:32][C:28]3[O:29][CH2:30][O:31][C:27]=3[CH:26]=2)[C:8](=[O:23])[C:9]2[C:14]([C:15]=1[C:16]1[CH:17]=[CH:18][CH:19]=[CH:20][CH:21]=1)=[CH:13][CH:12]=[CH:11][CH:10]=2. (5) The product is: [C:56]([Si:60]([CH3:71])([CH3:70])[O:61][CH2:10][CH2:14][N:15]1[CH:19]=[CH:18][C:17]([NH:20][C:21](=[O:40])[C@@H:22]([C:29]2[CH:34]=[CH:33][C:32]([S:35]([CH3:38])(=[O:37])=[O:36])=[C:31]([CH3:42])[CH:30]=2)[CH2:23][CH:24]2[CH2:25][CH2:26][CH2:27][CH2:28]2)=[N:16]1)([CH3:59])([CH3:58])[CH3:57]. Given the reactants C(OC(=O)NC1C=CC=[C:10]([CH2:14][N:15]2[CH:19]=[CH:18][C:17]([NH:20][C:21](=[O:40])[C@@H:22]([C:29]3[CH:34]=[CH:33][C:32]([S:35]([CH3:38])(=[O:37])=[O:36])=[C:31](Cl)[CH:30]=3)[CH2:23][CH:24]3[CH2:28][CH2:27][CH2:26][CH2:25]3)=[N:16]2)C=1)(C)(C)C.[C:42](Cl)(=O)C(Cl)=O.N1C(C)=CC=CC=1C.[C:56]([Si:60]([CH3:71])([CH3:70])[O:61]CCN1C=CC(N)=N1)([CH3:59])([CH3:58])[CH3:57], predict the reaction product.